From a dataset of Reaction yield outcomes from USPTO patents with 853,638 reactions. Predict the reaction yield, written as a fraction of the theoretical maximum amount of product (1.0 means a 100% yield; for example, 0.34 means a 34% yield). The reactants are [Cl:1][C:2]1[C:3]2[CH:14]=[C:13]([Cl:15])[CH:12]=[CH:11][C:4]=2[N:5]([CH3:10])[C:6](=[O:9])[CH2:7][N:8]=1.CC(C)([O-])C.[K+].[Br:22][C:23]1[CH:30]=[CH:29][CH:28]=[CH:27][C:24]=1[CH2:25]Br.N1CCNCC1. The catalyst is O1CCCC1. The product is [Br:22][C:23]1[CH:30]=[CH:29][CH:28]=[CH:27][C:24]=1[CH2:25][CH:7]1[C:6](=[O:9])[N:5]([CH3:10])[C:4]2[CH:11]=[CH:12][C:13]([Cl:15])=[CH:14][C:3]=2[C:2]([Cl:1])=[N:8]1. The yield is 0.650.